From a dataset of Full USPTO retrosynthesis dataset with 1.9M reactions from patents (1976-2016). Predict the reactants needed to synthesize the given product. (1) The reactants are: Br[C:2]1[CH:7]=[CH:6][C:5]2[O:8][C@H:9]3[CH2:14][CH2:13][O:12][CH2:11][C@@H:10]3[C@:15]3([CH2:19][S:18][C:17]([NH2:20])=[N:16]3)[C:4]=2[CH:3]=1.[Cl:21][C:22]1[CH:23]=[C:24](B(O)O)[CH:25]=[N:26][CH:27]=1.C([O-])([O-])=O.[Na+].[Na+]. Given the product [Cl:21][C:22]1[CH:23]=[C:24]([C:2]2[CH:7]=[CH:6][C:5]3[O:8][C@H:9]4[CH2:14][CH2:13][O:12][CH2:11][C@@H:10]4[C@:15]4([CH2:19][S:18][C:17]([NH2:20])=[N:16]4)[C:4]=3[CH:3]=2)[CH:25]=[N:26][CH:27]=1, predict the reactants needed to synthesize it. (2) Given the product [CH3:7][C:6]1[CH:5]([C:11]#[N:12])[C:4](=[O:13])[N:22]=[C:21]([C:20]2[CH:19]=[CH:18][C:17]([N+:14]([O-:16])=[O:15])=[CH:25][CH:24]=2)[N:23]=1, predict the reactants needed to synthesize it. The reactants are: C(O[C:4](=[O:13])[C:5]([C:11]#[N:12])=[C:6](OCC)[CH3:7])C.[N+:14]([C:17]1[CH:25]=[CH:24][C:20]([C:21](=[NH:23])[NH2:22])=[CH:19][CH:18]=1)([O-:16])=[O:15].O.Cl. (3) Given the product [C:8]([C@@H:12]1[CH2:13][CH2:14][C@H:15]([NH:18][C:26]2[N:25]3[N:30]=[CH:31][N:32]=[C:24]3[N:23]=[C:22]([CH:20]([F:19])[CH3:21])[C:27]=2[Cl:28])[CH2:16][CH2:17]1)([CH3:11])([CH3:9])[CH3:10], predict the reactants needed to synthesize it. The reactants are: C(N(CC)CC)C.[C:8]([C@@H:12]1[CH2:17][CH2:16][C@H:15]([NH2:18])[CH2:14][CH2:13]1)([CH3:11])([CH3:10])[CH3:9].[F:19][CH:20]([C:22]1[C:27]([Cl:28])=[C:26](Cl)[N:25]2[N:30]=[CH:31][N:32]=[C:24]2[N:23]=1)[CH3:21]. (4) Given the product [F:1][C:2]1[C:3]([N+:13]([O-:15])=[O:14])=[CH:4][C:5]([CH3:12])=[C:6]([NH2:8])[CH:7]=1, predict the reactants needed to synthesize it. The reactants are: [F:1][C:2]1[C:3]([N+:13]([O-:15])=[O:14])=[CH:4][C:5]([CH3:12])=[C:6]([NH:8]C(=O)C)[CH:7]=1.[OH-].[Na+]. (5) Given the product [Cl:24][C:20]1[C:19]([F:25])=[C:18]([C@@H:17]2[C@:16]([C:28]3[CH:33]=[CH:32][C:31]([Cl:34])=[CH:30][C:29]=3[F:35])([C:26]#[N:27])[C@H:15]([CH2:36][C:37]([CH3:38])([CH3:39])[CH3:40])[NH:14][C@H:13]2[C:11]([NH:10][C:7]2[CH:8]=[CH:9][C:4]([C:3]([OH:42])=[O:2])=[C:5]([CH3:41])[CH:6]=2)=[O:12])[CH:23]=[CH:22][CH:21]=1, predict the reactants needed to synthesize it. The reactants are: C[O:2][C:3](=[O:42])[C:4]1[CH:9]=[CH:8][C:7]([NH:10][C:11]([C@H:13]2[C@H:17]([C:18]3[CH:23]=[CH:22][CH:21]=[C:20]([Cl:24])[C:19]=3[F:25])[C@:16]([C:28]3[CH:33]=[CH:32][C:31]([Cl:34])=[CH:30][C:29]=3[F:35])([C:26]#[N:27])[C@H:15]([CH2:36][C:37]([CH3:40])([CH3:39])[CH3:38])[NH:14]2)=[O:12])=[CH:6][C:5]=1[CH3:41].[OH-].[Na+]. (6) Given the product [F:8][C:7]1[C:2]([NH:15][CH2:14][C:13]2[CH:16]=[CH:17][CH:18]=[C:11]([F:10])[CH:12]=2)=[N:3][C:4]([F:9])=[CH:5][CH:6]=1, predict the reactants needed to synthesize it. The reactants are: F[C:2]1[C:7]([F:8])=[CH:6][CH:5]=[C:4]([F:9])[N:3]=1.[F:10][C:11]1[CH:12]=[C:13]([CH:16]=[CH:17][CH:18]=1)[CH2:14][NH2:15].C(N(CC)CC)C. (7) Given the product [OH:18][CH2:17][CH2:16][CH2:15][C:12]1[CH:13]=[CH:14][C:9]([C:21]2[C:22]([C:23]([O:25][C:26]([CH3:29])([CH3:28])[CH3:27])=[O:24])=[CH:30][CH:31]=[CH:32][CH:33]=2)=[CH:10][CH:11]=1, predict the reactants needed to synthesize it. The reactants are: CC1(C)C(C)(C)OB([C:9]2[CH:14]=[CH:13][C:12]([CH2:15][CH2:16][CH2:17][OH:18])=[CH:11][CH:10]=2)O1.I[C:21]1[CH:33]=[CH:32][CH:31]=[CH:30][C:22]=1[C:23]([O:25][C:26]([CH3:29])([CH3:28])[CH3:27])=[O:24].C(=O)([O-])[O-].[Na+].[Na+].CN(C=O)C. (8) Given the product [C:1]([C:3]1[CH:11]=[CH:10][CH:9]=[C:8]2[C:4]=1[CH2:5][CH2:6][C@H:7]2[NH:12][S@@:13]([C:15]([CH3:18])([CH3:17])[CH3:16])=[O:14])#[N:2], predict the reactants needed to synthesize it. The reactants are: [C:1]([C:3]1[CH:11]=[CH:10][CH:9]=[C:8]2[C:4]=1[CH2:5][CH2:6][C:7]2=[N:12][S@@:13]([C:15]([CH3:18])([CH3:17])[CH3:16])=[O:14])#[N:2].[BH4-].[Na+]. (9) Given the product [Cl:1][C:2]1[CH:3]=[CH:4][C:5]2[N:11]3[C:12]([CH:15]=[C:16]([CH3:17])[CH3:18])=[CH:13][CH:14]=[C:10]3[CH:9]([CH2:19][CH2:20][N:21]3[C:25]([CH2:26][C:27]([OH:29])=[O:28])=[N:24][N:23]=[N:22]3)[O:8][CH:7]([C:32]3[CH:37]=[CH:36][CH:35]=[C:34]([O:38][CH3:39])[C:33]=3[O:40][CH3:41])[C:6]=2[CH:42]=1, predict the reactants needed to synthesize it. The reactants are: [Cl:1][C:2]1[CH:3]=[CH:4][C:5]2[N:11]3[C:12]([CH:15]=[C:16]([CH3:18])[CH3:17])=[CH:13][CH:14]=[C:10]3[CH:9]([CH2:19][CH2:20][N:21]3[C:25]([CH2:26][C:27]([O:29]CC)=[O:28])=[N:24][N:23]=[N:22]3)[O:8][CH:7]([C:32]3[CH:37]=[CH:36][CH:35]=[C:34]([O:38][CH3:39])[C:33]=3[O:40][CH3:41])[C:6]=2[CH:42]=1.O1CCCC1.C(=O)([O-])[O-].[K+].[K+].Cl. (10) Given the product [Cl:18][C:17]1[C:12]([C:10]2[N:26]([CH2:25][C:24]([F:29])([F:28])[F:23])[N:7]=[CH:6][C:5]=2[C:4]([O:3][CH2:1][CH3:2])=[O:19])=[N:13][CH:14]=[CH:15][CH:16]=1, predict the reactants needed to synthesize it. The reactants are: [CH2:1]([O:3][C:4](=[O:19])[C:5]([C:10]([C:12]1[C:17]([Cl:18])=[CH:16][CH:15]=[CH:14][N:13]=1)=O)=[CH:6][N:7](C)C)[CH3:2].O.O.O.[F:23][C:24]([F:29])([F:28])[CH2:25][NH:26]N.